Dataset: TCR-epitope binding with 47,182 pairs between 192 epitopes and 23,139 TCRs. Task: Binary Classification. Given a T-cell receptor sequence (or CDR3 region) and an epitope sequence, predict whether binding occurs between them. (1) The epitope is RLRPGGKKK. The TCR CDR3 sequence is CAISGRGDTEAFF. Result: 0 (the TCR does not bind to the epitope). (2) The epitope is EHPTFTSQYRIQGKL. The TCR CDR3 sequence is CASSQPPTYNEQFF. Result: 0 (the TCR does not bind to the epitope). (3) The epitope is QECVRGTTVL. The TCR CDR3 sequence is RASSSPSDTVNLNTEAFF. Result: 0 (the TCR does not bind to the epitope). (4) The epitope is FLPRVFSAV. The TCR CDR3 sequence is CASGGVGDTQYF. Result: 1 (the TCR binds to the epitope). (5) The epitope is MPASWVMRI. The TCR CDR3 sequence is CASSREGARQYEQYF. Result: 1 (the TCR binds to the epitope). (6) The epitope is IQYIDIGNY. The TCR CDR3 sequence is CASSLVAGAPVGANVLTF. Result: 1 (the TCR binds to the epitope). (7) The epitope is NEGVKAAW. The TCR CDR3 sequence is CASSIVVGPYNEQFF. Result: 1 (the TCR binds to the epitope).